This data is from Reaction yield outcomes from USPTO patents with 853,638 reactions. The task is: Predict the reaction yield, written as a fraction of the theoretical maximum amount of product (1.0 means a 100% yield; for example, 0.34 means a 34% yield). (1) The reactants are [NH2:1][C:2]1[C:3]([CH3:16])=[C:4]([CH3:15])[C:5]2[O:9][C:8]([CH3:11])([CH3:10])[C:7](=[O:12])[C:6]=2[C:13]=1[CH3:14].[C:17]([CH2:21][C:22](Cl)=[O:23])([CH3:20])([CH3:19])[CH3:18].C(N(CC)CC)C.O. The product is [CH3:18][C:17]([CH3:20])([CH3:19])[CH2:21][C:22]([NH:1][C:2]1[C:3]([CH3:16])=[C:4]([CH3:15])[C:5]2[O:9][C:8]([CH3:10])([CH3:11])[C:7](=[O:12])[C:6]=2[C:13]=1[CH3:14])=[O:23]. The yield is 0.540. The catalyst is ClCCl. (2) The reactants are [OH:1][C:2]1[CH:7]=[CH:6][C:5]([C:8](=[S:10])[NH2:9])=[CH:4][C:3]=1[O:11][CH3:12].Cl[CH2:14][C:15](N(C)C)=O.[CH:20]([OH:23])([CH3:22])[CH3:21]. No catalyst specified. The product is [CH:20]([O:23][C:14]1[N:9]=[C:8]([C:5]2[CH:6]=[CH:7][C:2]([OH:1])=[C:3]([O:11][CH3:12])[CH:4]=2)[S:10][CH:15]=1)([CH3:22])[CH3:21]. The yield is 0.460.